This data is from NCI-60 drug combinations with 297,098 pairs across 59 cell lines. The task is: Regression. Given two drug SMILES strings and cell line genomic features, predict the synergy score measuring deviation from expected non-interaction effect. Drug 1: CN1CCC(CC1)COC2=C(C=C3C(=C2)N=CN=C3NC4=C(C=C(C=C4)Br)F)OC. Drug 2: CC1=C2C(C(=O)C3(C(CC4C(C3C(C(C2(C)C)(CC1OC(=O)C(C(C5=CC=CC=C5)NC(=O)C6=CC=CC=C6)O)O)OC(=O)C7=CC=CC=C7)(CO4)OC(=O)C)O)C)OC(=O)C. Cell line: MDA-MB-231. Synergy scores: CSS=47.4, Synergy_ZIP=6.24, Synergy_Bliss=6.54, Synergy_Loewe=-8.88, Synergy_HSA=9.95.